Regression. Given two drug SMILES strings and cell line genomic features, predict the synergy score measuring deviation from expected non-interaction effect. From a dataset of NCI-60 drug combinations with 297,098 pairs across 59 cell lines. (1) Drug 1: C1=CC(=CC=C1C#N)C(C2=CC=C(C=C2)C#N)N3C=NC=N3. Drug 2: CN(C(=O)NC(C=O)C(C(C(CO)O)O)O)N=O. Cell line: SK-OV-3. Synergy scores: CSS=1.39, Synergy_ZIP=-0.511, Synergy_Bliss=-3.82, Synergy_Loewe=-2.98, Synergy_HSA=-3.21. (2) Cell line: SK-MEL-2. Drug 2: C1CN(P(=O)(OC1)NCCCl)CCCl. Drug 1: C1=C(C(=O)NC(=O)N1)F. Synergy scores: CSS=30.0, Synergy_ZIP=0.0972, Synergy_Bliss=-1.57, Synergy_Loewe=-8.79, Synergy_HSA=-2.22.